From a dataset of NCI-60 drug combinations with 297,098 pairs across 59 cell lines. Regression. Given two drug SMILES strings and cell line genomic features, predict the synergy score measuring deviation from expected non-interaction effect. Synergy scores: CSS=11.5, Synergy_ZIP=-1.94, Synergy_Bliss=3.05, Synergy_Loewe=-12.2, Synergy_HSA=1.14. Drug 2: C1CN(P(=O)(OC1)NCCCl)CCCl. Drug 1: CC1C(C(CC(O1)OC2CC(CC3=C2C(=C4C(=C3O)C(=O)C5=C(C4=O)C(=CC=C5)OC)O)(C(=O)C)O)N)O.Cl. Cell line: M14.